Dataset: NCI-60 drug combinations with 297,098 pairs across 59 cell lines. Task: Regression. Given two drug SMILES strings and cell line genomic features, predict the synergy score measuring deviation from expected non-interaction effect. (1) Drug 1: CN(C)N=NC1=C(NC=N1)C(=O)N. Drug 2: C1=CC(=CC=C1C#N)C(C2=CC=C(C=C2)C#N)N3C=NC=N3. Cell line: TK-10. Synergy scores: CSS=-4.28, Synergy_ZIP=0.0212, Synergy_Bliss=-3.87, Synergy_Loewe=-9.97, Synergy_HSA=-5.33. (2) Drug 1: CC1=C(C=C(C=C1)NC(=O)C2=CC=C(C=C2)CN3CCN(CC3)C)NC4=NC=CC(=N4)C5=CN=CC=C5. Drug 2: COC1=NC(=NC2=C1N=CN2C3C(C(C(O3)CO)O)O)N. Cell line: ACHN. Synergy scores: CSS=-5.80, Synergy_ZIP=7.22, Synergy_Bliss=3.54, Synergy_Loewe=-10.9, Synergy_HSA=-10.6. (3) Drug 1: CC1CCC2CC(C(=CC=CC=CC(CC(C(=O)C(C(C(=CC(C(=O)CC(OC(=O)C3CCCCN3C(=O)C(=O)C1(O2)O)C(C)CC4CCC(C(C4)OC)O)C)C)O)OC)C)C)C)OC. Drug 2: CN(CC1=CN=C2C(=N1)C(=NC(=N2)N)N)C3=CC=C(C=C3)C(=O)NC(CCC(=O)O)C(=O)O. Cell line: SF-268. Synergy scores: CSS=2.72, Synergy_ZIP=-0.631, Synergy_Bliss=0.742, Synergy_Loewe=-15.5, Synergy_HSA=-1.29.